Predict the reaction yield, written as a fraction of the theoretical maximum amount of product (1.0 means a 100% yield; for example, 0.34 means a 34% yield). From a dataset of Reaction yield outcomes from USPTO patents with 853,638 reactions. (1) The reactants are COC(=O)CC1C=CC=C(O[CH2:12][C@H:13]([CH3:30])[CH2:14][NH:15][CH2:16][CH:17]([C:24]2[CH:29]=[CH:28][CH:27]=[CH:26][CH:25]=2)[C:18]2[CH:23]=[CH:22][CH:21]=[CH:20][CH:19]=2)C=1.[CH:32]([C:35]1[CH:42]=[CH:41][C:38]([CH:39]=O)=[CH:37][CH:36]=1)([CH3:34])[CH3:33].C([BH3-])#N.[Na+].[OH-:47].[Na+].[C:49]([OH:52])(=[O:51])[CH3:50]. The catalyst is CO.O. The product is [C:24]1([CH:17]([C:18]2[CH:19]=[CH:20][CH:21]=[CH:22][CH:23]=2)[CH2:16][N:15]([C@H:14]([O:47][C:18]2[CH:19]=[C:20]([CH2:50][C:49]([OH:52])=[O:51])[CH:21]=[CH:22][CH:23]=2)[CH:13]([CH3:12])[CH3:30])[CH2:39][C:38]2[CH:41]=[CH:42][C:35]([CH:32]([CH3:34])[CH3:33])=[CH:36][CH:37]=2)[CH:25]=[CH:26][CH:27]=[CH:28][CH:29]=1. The yield is 0.390. (2) The reactants are [CH2:1]([N:8]1[CH:12]=[C:11]([CH2:13][CH2:14][CH2:15][OH:16])[C:10]([CH:17]([CH3:19])[CH3:18])=[N:9]1)[C:2]1[CH:7]=[CH:6][CH:5]=[CH:4][CH:3]=1.C(N(C(C)C)C(C)C)C.[O:29]1[CH2:33]CC[CH2:30]1.COCCl. The catalyst is O. The product is [CH2:1]([N:8]1[CH:12]=[C:11]([CH2:13][CH2:14][CH2:15][O:16][CH2:30][O:29][CH3:33])[C:10]([CH:17]([CH3:19])[CH3:18])=[N:9]1)[C:2]1[CH:3]=[CH:4][CH:5]=[CH:6][CH:7]=1. The yield is 0.910.